From a dataset of Full USPTO retrosynthesis dataset with 1.9M reactions from patents (1976-2016). Predict the reactants needed to synthesize the given product. (1) Given the product [CH:1]1([C:7]2[C:8]3[CH:9]=[CH:10][C:11]([C:27]([O:29][CH3:30])=[O:28])=[CH:12][C:13]=3[N:14]3[CH2:21][CH2:20][N:19]([C:31](=[O:34])[CH2:32][N:48]4[CH:50]=[CH:44][N:45]=[CH:47]4)[CH2:18][C:17]4[CH:22]=[C:23]([F:26])[CH:24]=[CH:25][C:16]=4[C:15]=23)[CH2:2][CH2:3][CH2:4][CH2:5][CH2:6]1, predict the reactants needed to synthesize it. The reactants are: [CH:1]1([C:7]2[C:8]3[CH:9]=[CH:10][C:11]([C:27]([O:29][CH3:30])=[O:28])=[CH:12][C:13]=3[N:14]3[CH2:21][CH2:20][NH:19][CH2:18][C:17]4[CH:22]=[C:23]([F:26])[CH:24]=[CH:25][C:16]=4[C:15]=23)[CH2:6][CH2:5][CH2:4][CH2:3][CH2:2]1.[C:31]([OH:34])(=O)[CH3:32].CCN(C(C)C)C(C)C.[CH3:44][N:45]([C:47](ON1N=NC2C=CC=CC1=2)=[N+:48]([CH3:50])C)C.[B-](F)(F)(F)F. (2) Given the product [Cl:1][C:2]1[N:3]=[CH:4][C:5]2[N:11]([CH3:12])[C:10](=[O:13])[C:9]([F:15])([F:14])[CH2:8][N:7]([CH2:24][CH2:25][O:26][C:27]3[CH:32]=[CH:31][CH:30]=[CH:29][CH:28]=3)[C:6]=2[N:16]=1, predict the reactants needed to synthesize it. The reactants are: [Cl:1][C:2]1[N:3]=[CH:4][C:5]2[N:11]([CH3:12])[C:10](=[O:13])[C:9]([F:15])([F:14])[CH2:8][NH:7][C:6]=2[N:16]=1.C(=O)([O-])[O-].[Cs+].[Cs+].I[CH2:24][CH2:25][O:26][C:27]1[CH:32]=[CH:31][CH:30]=[CH:29][CH:28]=1. (3) Given the product [F:37][C:38]1[CH:43]=[CH:42][C:41]([C:8]2[CH:7]=[CH:6][C:5]3[C:10](=[CH:11][CH:12]=[C:3]([O:2][CH3:1])[CH:4]=3)[C:9]=2[CH2:13][C:14]2[CH:19]=[CH:18][C:17]([O:20][CH2:21][CH2:22][N:23]3[CH2:24][CH2:25][CH2:26][CH2:27][CH2:28]3)=[CH:16][CH:15]=2)=[CH:40][CH:39]=1, predict the reactants needed to synthesize it. The reactants are: [CH3:1][O:2][C:3]1[CH:4]=[C:5]2[C:10](=[CH:11][CH:12]=1)[C:9]([CH2:13][C:14]1[CH:19]=[CH:18][C:17]([O:20][CH2:21][CH2:22][N:23]3[CH2:28][CH2:27][CH2:26][CH2:25][CH2:24]3)=[CH:16][CH:15]=1)=[C:8](OS(C(F)(F)F)(=O)=O)[CH:7]=[CH:6]2.[F:37][C:38]1[CH:43]=[CH:42][C:41](B(O)O)=[CH:40][CH:39]=1.[F-].[Cs+].